From a dataset of Catalyst prediction with 721,799 reactions and 888 catalyst types from USPTO. Predict which catalyst facilitates the given reaction. (1) Reactant: [CH3:1][O:2][C:3](=[O:22])[C@@H:4]([NH:13][C:14]([O:16][CH:17]1[CH2:21][CH2:20][CH2:19][CH2:18]1)=[O:15])[CH2:5][CH2:6][CH2:7][CH2:8][CH2:9][CH2:10][CH2:11]O.C1(P(C2C=CC=CC=2)C2C=CC=CC=2)C=CC=CC=1.[Br:42]N1C(=O)CCC1=O. Product: [CH3:1][O:2][C:3](=[O:22])[C@@H:4]([NH:13][C:14]([O:16][CH:17]1[CH2:21][CH2:20][CH2:19][CH2:18]1)=[O:15])[CH2:5][CH2:6][CH2:7][CH2:8][CH2:9][CH2:10][CH2:11][Br:42]. The catalyst class is: 2. (2) Reactant: [NH:1]1[CH2:6][CH2:5][NH:4][CH2:3][CH2:2]1.Cl[C:8]1[C:13]([Cl:14])=[CH:12][CH:11]=[CH:10][N:9]=1. Product: [Cl:14][C:13]1[C:8]([N:1]2[CH2:6][CH2:5][NH:4][CH2:3][CH2:2]2)=[N:9][CH:10]=[CH:11][CH:12]=1. The catalyst class is: 51.